Dataset: Forward reaction prediction with 1.9M reactions from USPTO patents (1976-2016). Task: Predict the product of the given reaction. (1) Given the reactants [F:1][C:2]1[CH:7]=[C:6]([F:8])[CH:5]=[CH:4][C:3]=1[C:9]1[C:14]([F:15])=[CH:13][N:12]=[C:11]([NH:16][C:17]2[CH:18]=[C:19]([CH2:27]O)[CH:20]=[C:21]([C:23]([F:26])([F:25])[F:24])[CH:22]=2)[N:10]=1.S(Cl)([Cl:31])=O, predict the reaction product. The product is: [ClH:31].[Cl:31][CH2:27][C:19]1[CH:18]=[C:17]([NH:16][C:11]2[N:10]=[C:9]([C:3]3[CH:4]=[CH:5][C:6]([F:8])=[CH:7][C:2]=3[F:1])[C:14]([F:15])=[CH:13][N:12]=2)[CH:22]=[C:21]([C:23]([F:26])([F:25])[F:24])[CH:20]=1. (2) The product is: [F:7][C:8]([F:17])=[C:9]([C:11]1[CH:12]=[CH:13][CH:14]=[CH:15][CH:16]=1)[O:10][Si:3]([CH3:6])([CH3:5])[CH3:4]. Given the reactants [Mg].Cl[Si:3]([CH3:6])([CH3:5])[CH3:4].[F:7][C:8](F)([F:17])[C:9]([C:11]1[CH:16]=[CH:15][CH:14]=[CH:13][CH:12]=1)=[O:10], predict the reaction product. (3) Given the reactants [Br:1][C:2]1[CH:7]=[CH:6][C:5]([CH:8]2[CH2:10][CH:9]2[CH2:11][C:12]2[N:16]([CH2:17][CH3:18])[C:15](=[O:19])[NH:14][N:13]=2)=[CH:4][CH:3]=1.C(=O)([O-])[O-].[K+].[K+].[C:26]([C:30]1[CH:37]=[CH:36][C:33]([CH2:34]Br)=[CH:32][CH:31]=1)([CH3:29])([CH3:28])[CH3:27], predict the reaction product. The product is: [Br:1][C:2]1[CH:7]=[CH:6][C:5]([CH:8]2[CH2:10][CH:9]2[CH2:11][C:12]2[N:16]([CH2:17][CH3:18])[C:15](=[O:19])[N:14]([CH2:34][C:33]3[CH:36]=[CH:37][C:30]([C:26]([CH3:29])([CH3:28])[CH3:27])=[CH:31][CH:32]=3)[N:13]=2)=[CH:4][CH:3]=1. (4) Given the reactants [NH:1]1[C:5]2[CH:6]=[CH:7][CH:8]=[CH:9][C:4]=2[N:3]=[C:2]1[C:10]([N:12]([CH2:34][CH:35]([CH3:37])[CH3:36])[C@H:13]1[CH2:18][C@@H:17]([C:19]([N:21]2[CH2:26][CH2:25][O:24][CH2:23][CH2:22]2)=[O:20])[CH2:16][N:15]([C:27]([O:29][C:30]([CH3:33])([CH3:32])[CH3:31])=[O:28])[CH2:14]1)=[O:11].[CH2:38](O)[CH2:39][CH2:40][CH2:41][CH2:42][OH:43].C1(P(C2C=CC=CC=2)C2C=CC=CC=2)C=CC=CC=1.N(C(OC(C)C)=O)=NC(OC(C)C)=O, predict the reaction product. The product is: [OH:43][CH2:42][CH2:41][CH2:40][CH2:39][CH2:38][N:1]1[C:5]2[CH:6]=[CH:7][CH:8]=[CH:9][C:4]=2[N:3]=[C:2]1[C:10]([N:12]([CH2:34][CH:35]([CH3:37])[CH3:36])[C@H:13]1[CH2:18][C@@H:17]([C:19]([N:21]2[CH2:22][CH2:23][O:24][CH2:25][CH2:26]2)=[O:20])[CH2:16][N:15]([C:27]([O:29][C:30]([CH3:31])([CH3:32])[CH3:33])=[O:28])[CH2:14]1)=[O:11]. (5) The product is: [CH3:10][N:11]([CH3:27])[C:12]1([C:20]2[CH:25]=[CH:24][CH:23]=[C:22]([F:26])[CH:21]=2)[CH2:17][CH2:16][CH:15]([CH:18]([OH:19])[CH2:1][C:2]2[CH:7]=[CH:6][CH:5]=[CH:4][CH:3]=2)[CH2:14][CH2:13]1. Given the reactants [CH2:1]([Mg]Cl)[C:2]1[CH:7]=[CH:6][CH:5]=[CH:4][CH:3]=1.[CH3:10][N:11]([CH3:27])[C:12]1([C:20]2[CH:25]=[CH:24][CH:23]=[C:22]([F:26])[CH:21]=2)[CH2:17][CH2:16][CH:15]([CH:18]=[O:19])[CH2:14][CH2:13]1.[Cl-].[NH4+], predict the reaction product. (6) Given the reactants Br[CH2:2][C:3]1[C:12](=[O:13])[C:11]2[C:6](=[CH:7][C:8]([Cl:14])=[CH:9][CH:10]=2)[N:5]([C:15]2[CH:20]=[CH:19][CH:18]=[CH:17][CH:16]=2)[C:4]=1[C:21]([O:23][CH3:24])=[O:22].[N-:25]=[N+:26]=[N-:27].[Na+], predict the reaction product. The product is: [CH3:24][O:23][C:21]([C:4]1[N:5]([C:15]2[CH:16]=[CH:17][CH:18]=[CH:19][CH:20]=2)[C:6]2[C:11]([C:12](=[O:13])[C:3]=1[CH2:2][N:25]=[N+:26]=[N-:27])=[CH:10][CH:9]=[C:8]([Cl:14])[CH:7]=2)=[O:22]. (7) Given the reactants C(OP([CH:8]([C:10]1[CH:15]=[CH:14][CH:13]=[C:12]([C:16]#[C:17][C:18]2[CH:23]=[CH:22][C:21]([O:24][CH:25]([F:27])[F:26])=[CH:20][CH:19]=2)[CH:11]=1)[F:9])OCC)C.[Li+].CC([N-]C(C)C)C.[CH:36]1([CH:39]=O)[CH2:38][CH2:37]1.Cl, predict the reaction product. The product is: [CH:36]1([CH:39]=[C:8]([C:10]2[CH:15]=[CH:14][CH:13]=[C:12]([C:16]#[C:17][C:18]3[CH:19]=[CH:20][C:21]([O:24][CH:25]([F:26])[F:27])=[CH:22][CH:23]=3)[CH:11]=2)[F:9])[CH2:38][CH2:37]1. (8) Given the reactants Cl[C:2]1[C:7](=[O:8])[N:6]([CH3:9])[C:5]([N:10]2[CH2:15][CH2:14][CH:13]([NH:16][C:17](=[O:23])[O:18][C:19]([CH3:22])([CH3:21])[CH3:20])[CH2:12][CH2:11]2)=[N:4][C:3]=1[C:24]1[CH:29]=[CH:28][C:27]([C:30]#[N:31])=[C:26]([F:32])[CH:25]=1.[C:33]([CH:35]1[CH2:39][CH2:38][CH2:37][CH2:36]1)#[CH:34].CC(C1C=C(C(C)C)C(C2C=CC=CC=2P(C2CCCCC2)C2CCCCC2)=C(C(C)C)C=1)C.C([O-])([O-])=O.[K+].[K+], predict the reaction product. The product is: [C:19]([O:18][C:17](=[O:23])[NH:16][CH:13]1[CH2:14][CH2:15][N:10]([C:5]2[N:6]([CH3:9])[C:7](=[O:8])[C:2]([C:34]#[C:33][CH:35]3[CH2:39][CH2:38][CH2:37][CH2:36]3)=[C:3]([C:24]3[CH:29]=[CH:28][C:27]([C:30]#[N:31])=[C:26]([F:32])[CH:25]=3)[N:4]=2)[CH2:11][CH2:12]1)([CH3:22])([CH3:21])[CH3:20].